Dataset: Full USPTO retrosynthesis dataset with 1.9M reactions from patents (1976-2016). Task: Predict the reactants needed to synthesize the given product. (1) The reactants are: Br[C:2]1[CH:10]=[C:9]2[C:5]([CH:6]=[CH:7][NH:8]2)=[CH:4][CH:3]=1.[CH3:11][C:12]1[CH:17]=[CH:16][CH:15]=[CH:14][C:13]=1B(O)O. Given the product [CH3:11][C:12]1[CH:17]=[CH:16][CH:15]=[CH:14][C:13]=1[C:2]1[CH:10]=[C:9]2[C:5]([CH:6]=[CH:7][NH:8]2)=[CH:4][CH:3]=1, predict the reactants needed to synthesize it. (2) Given the product [O:29]=[C:26]1[CH:25]=[CH:24][C:23]2[CH2:22][CH2:21][C:20](=[O:31])[N:19]3[CH2:18][CH:2]([CH2:3][N:4]4[CH2:5][CH2:6][CH:7]([NH:10][C:11](=[O:17])[O:12][C:13]([CH3:14])([CH3:16])[CH3:15])[CH2:8][CH2:9]4)[N:27]1[C:28]=23, predict the reactants needed to synthesize it. The reactants are: O[C@@H:2]([CH2:18][N:19]1[C:28]2[C:23](=[CH:24][CH:25]=[C:26]([O:29]C)[N:27]=2)[CH2:22][CH2:21][C:20]1=[O:31])[CH2:3][N:4]1[CH2:9][CH2:8][CH:7]([NH:10][C:11](=[O:17])[O:12][C:13]([CH3:16])([CH3:15])[CH3:14])[CH2:6][CH2:5]1.CS(OS(C)(=O)=O)(=O)=O.[I-].[Na+]. (3) Given the product [CH3:31][N:7]([CH3:6])[C:8]([C:10]1[N:15]=[C:14]2[C:16]([CH:41]=[O:42])=[C:17]([CH3:19])[NH:18][C:13]2=[C:12]([NH:20][CH2:21][C:22]2[C:27]([CH3:28])=[CH:26][CH:25]=[CH:24][C:23]=2[CH2:29][CH3:30])[CH:11]=1)=[O:9], predict the reactants needed to synthesize it. The reactants are: P(Cl)(Cl)(Cl)=O.[CH3:6][N:7]([CH3:31])[C:8]([C:10]1[N:15]=[C:14]2[CH:16]=[C:17]([CH3:19])[NH:18][C:13]2=[C:12]([NH:20][CH2:21][C:22]2[C:27]([CH3:28])=[CH:26][CH:25]=[CH:24][C:23]=2[CH2:29][CH3:30])[CH:11]=1)=[O:9].C[N+](C)=CCl.[Cl-].CN([CH:41]=[O:42])C. (4) Given the product [CH3:20][O:19][C@@H:13]([C@@H:9]1[CH2:10][CH2:11][CH2:12][N:8]1[C:6]([O:5][C:1]([CH3:2])([CH3:3])[CH3:4])=[O:7])[C@@H:14]([CH3:18])[C:15](=[O:17])[NH:38][CH2:37][CH2:36][C:30]1[CH:35]=[CH:34][CH:33]=[CH:32][CH:31]=1, predict the reactants needed to synthesize it. The reactants are: [C:1]([O:5][C:6]([N:8]1[CH2:12][CH2:11][CH2:10][C@H:9]1[C@H:13]([O:19][CH3:20])[C@@H:14]([CH3:18])[C:15]([OH:17])=O)=[O:7])([CH3:4])([CH3:3])[CH3:2].C(N(C(C)C)CC)(C)C.[C:30]1([CH2:36][CH2:37][NH2:38])[CH:35]=[CH:34][CH:33]=[CH:32][CH:31]=1.CN(C(ON1N=NC2C=CC=NC1=2)=[N+](C)C)C.F[P-](F)(F)(F)(F)F. (5) Given the product [CH3:18][O:17][C:14]1[CH:15]=[C:16]2[C:11](=[CH:12][C:13]=1[O:19][CH2:20][CH2:21][CH2:22][N:23]([CH3:28])[S:24]([CH3:27])(=[O:26])=[O:25])[N:10]=[CH:9][NH:8][C:7]2=[O:6], predict the reactants needed to synthesize it. The reactants are: BrC1C=CC([O:6][C:7]2[C:16]3[C:11](=[CH:12][C:13]([O:19][CH2:20][CH2:21][CH2:22][N:23]([CH3:28])[S:24]([CH3:27])(=[O:26])=[O:25])=[C:14]([O:17][CH3:18])[CH:15]=3)[N:10]=[CH:9][N:8]=2)=C(F)C=1.C(=O)([O-])O.[Na+].